This data is from Full USPTO retrosynthesis dataset with 1.9M reactions from patents (1976-2016). The task is: Predict the reactants needed to synthesize the given product. (1) Given the product [Cl:1][C:2]1[CH:3]=[C:4]([NH:5][C:37]2[C:38]3[N:30]([CH2:29][CH2:28][NH:27][C:26](=[O:40])[C:42]([CH3:43])([S:47]([CH3:50])(=[O:49])=[O:48])[CH3:41])[CH:31]=[CH:32][C:33]=3[N:34]=[CH:35][N:36]=2)[CH:6]=[CH:7][C:8]=1[O:9][C:10]1[CH:15]=[CH:14][CH:13]=[C:12]([O:16][CH2:17][CH:18]([CH3:20])[CH3:19])[CH:11]=1, predict the reactants needed to synthesize it. The reactants are: [Cl:1][C:2]1[CH:3]=[C:4]([CH:6]=[CH:7][C:8]=1[O:9][C:10]1[CH:15]=[CH:14][CH:13]=[C:12]([O:16][CH2:17][CH:18]([CH3:20])[CH3:19])[CH:11]=1)[NH2:5].C(O[C:26](=[O:40])[NH:27][CH2:28][CH2:29][N:30]1[C:38]2[C:37](Cl)=[N:36][CH:35]=[N:34][C:33]=2[CH:32]=[CH:31]1)(C)(C)C.[CH3:41][C:42]([S:47]([CH3:50])(=[O:49])=[O:48])(C)[C:43](O)=O.Cl.C(N=C=NCCCN(C)C)C.ON1C2C=CC=CC=2N=N1. (2) Given the product [Cl:20][C:21]1[CH:26]=[CH:25][C:24]([C:2]2[C:7]3=[N:8][C:9]([C:12]([N:14]4[CH2:18][CH2:17][CH:16]([OH:19])[CH2:15]4)=[O:13])=[CH:10][N:11]=[C:6]3[CH:5]=[N:4][CH:3]=2)=[CH:23][CH:22]=1, predict the reactants needed to synthesize it. The reactants are: Br[C:2]1[C:7]2=[N:8][C:9]([C:12]([N:14]3[CH2:18][CH2:17][CH:16]([OH:19])[CH2:15]3)=[O:13])=[CH:10][N:11]=[C:6]2[CH:5]=[N:4][CH:3]=1.[Cl:20][C:21]1[CH:26]=[CH:25][C:24](B(O)O)=[CH:23][CH:22]=1.C(=O)([O-])[O-].[Cs+].[Cs+].O1CCOCC1. (3) Given the product [F:44][C:2]([F:1])([F:43])[O:3][C:4]1[CH:42]=[CH:41][C:7]([CH2:8][NH:9][C:10]([C@H:12]2[CH2:17][N:16]([C:18]3[S:19][C:20]4[CH:25]=[N:24][N:23]([CH3:47])[C:22](=[O:26])[C:21]=4[N:27]=3)[CH2:15][CH2:14][N:13]2[S:28]([C:31]2[CH:36]=[CH:35][C:34]([C:37]([F:38])([F:39])[F:40])=[CH:33][CH:32]=2)(=[O:30])=[O:29])=[O:11])=[CH:6][CH:5]=1, predict the reactants needed to synthesize it. The reactants are: [F:1][C:2]([F:44])([F:43])[O:3][C:4]1[CH:42]=[CH:41][C:7]([CH2:8][NH:9][C:10]([C@H:12]2[CH2:17][N:16]([C:18]3[S:19][C:20]4[CH:25]=[N:24][NH:23][C:22](=[O:26])[C:21]=4[N:27]=3)[CH2:15][CH2:14][N:13]2[S:28]([C:31]2[CH:36]=[CH:35][C:34]([C:37]([F:40])([F:39])[F:38])=[CH:33][CH:32]=2)(=[O:30])=[O:29])=[O:11])=[CH:6][CH:5]=1.CO.[C:47]1(P(C2C=CC=CC=2)C2C=CC=CC=2)C=CC=CC=1.N(C(OC(C)C)=O)=NC(OC(C)C)=O. (4) Given the product [F:3][C:4]1[CH:5]=[N:6][C:7]([NH:14][C:15]2[CH:20]=[CH:19][CH:18]=[C:17]([F:21])[CH:16]=2)=[C:8]([CH:13]=1)[C:9]([OH:11])=[O:10], predict the reactants needed to synthesize it. The reactants are: [OH-].[Li+].[F:3][C:4]1[CH:5]=[N:6][C:7]([NH:14][C:15]2[CH:20]=[CH:19][CH:18]=[C:17]([F:21])[CH:16]=2)=[C:8]([CH:13]=1)[C:9]([O:11]C)=[O:10]. (5) Given the product [OH:28][C:9]1[CH:10]=[C:11]2[C:15](=[CH:16][CH:17]=1)[CH2:14][C@@H:13]([NH:18][S:19]([CH:22]([CH3:24])[CH3:23])(=[O:21])=[O:20])[CH2:12]2, predict the reactants needed to synthesize it. The reactants are: CC1(C)C(C)(C)OB([C:9]2[CH:10]=[C:11]3[C:15](=[CH:16][CH:17]=2)[CH2:14][C@@H:13]([NH:18][S:19]([CH:22]([CH3:24])[CH3:23])(=[O:21])=[O:20])[CH2:12]3)O1.CC(C)=[O:28]. (6) The reactants are: CC([O-])(C)C.[Na+].Br[C:8]1[CH:9]=[C:10]([C:14]2[N:23]([C:24]3[CH:29]=[CH:28][C:27]([CH:30]([CH2:32][CH3:33])[CH3:31])=[CH:26][CH:25]=3)[C:22](=[O:34])[C:21]3[C:16](=[CH:17][CH:18]=[CH:19][CH:20]=3)[N:15]=2)[CH:11]=[N:12][CH:13]=1.[NH:35]([CH2:38][CH3:39])[CH2:36][CH3:37]. Given the product [CH:30]([C:27]1[CH:28]=[CH:29][C:24]([N:23]2[C:22](=[O:34])[C:21]3[C:16](=[CH:17][CH:18]=[CH:19][CH:20]=3)[N:15]=[C:14]2[C:10]2[CH:11]=[N:12][CH:13]=[C:8]([N:35]([CH2:38][CH3:39])[CH2:36][CH3:37])[CH:9]=2)=[CH:25][CH:26]=1)([CH2:32][CH3:33])[CH3:31], predict the reactants needed to synthesize it. (7) Given the product [CH3:49][O:50][CH:51]([O:54][CH3:55])[CH2:52][NH:53][C:13](=[O:15])[C:12]([NH:11][C:9](=[O:10])[O:8][CH2:1][C:2]1[CH:3]=[CH:4][CH:5]=[CH:6][CH:7]=1)([CH3:17])[CH3:16], predict the reactants needed to synthesize it. The reactants are: [CH2:1]([O:8][C:9]([NH:11][C:12]([CH3:17])([CH3:16])[C:13]([OH:15])=O)=[O:10])[C:2]1[CH:7]=[CH:6][CH:5]=[CH:4][CH:3]=1.CN(C(ON1N=NC2C=CC=NC1=2)=[N+](C)C)C.F[P-](F)(F)(F)(F)F.CN1CCOCC1.[CH3:49][O:50][CH:51]([O:54][CH3:55])[CH2:52][NH2:53]. (8) The reactants are: [CH3:1][C:2]1[CH:3]=[CH:4][CH:5]=[C:6]2[C:10]=1[N:9]([CH2:11][CH2:12][N:13]1[CH2:18][CH2:17][O:16][CH2:15][CH2:14]1)[CH:8]=[C:7]2[C:19](O)=[O:20].Cl.[C:23]([O:27][C:28](=[O:43])[NH:29][CH2:30][C:31]1[CH:36]=[CH:35][CH:34]=[C:33]([CH:37]2[CH2:42][CH2:41][NH:40][CH2:39][CH2:38]2)[CH:32]=1)([CH3:26])([CH3:25])[CH3:24].Cl.CN(C)CCCN=C=NCC.C(N(CC)CC)C. Given the product [C:23]([O:27][C:28](=[O:43])[NH:29][CH2:30][C:31]1[CH:36]=[CH:35][CH:34]=[C:33]([CH:37]2[CH2:42][CH2:41][N:40]([C:19]([C:7]3[C:6]4[C:10](=[C:2]([CH3:1])[CH:3]=[CH:4][CH:5]=4)[N:9]([CH2:11][CH2:12][N:13]4[CH2:18][CH2:17][O:16][CH2:15][CH2:14]4)[CH:8]=3)=[O:20])[CH2:39][CH2:38]2)[CH:32]=1)([CH3:26])([CH3:24])[CH3:25], predict the reactants needed to synthesize it. (9) Given the product [CH3:8][C:9]1[CH:10]=[C:11](/[CH:12]=[CH:33]/[C:31]([O:30][CH2:29][CH3:28])=[O:32])[CH:14]=[C:15]([CH3:27])[C:16]=1[O:17][C:18]1[CH:23]=[CH:22][C:21]([N+:24]([O-:26])=[O:25])=[CH:20][N:19]=1, predict the reactants needed to synthesize it. The reactants are: C1COCC1.[H-].[Na+].[CH3:8][C:9]1[CH:10]=[C:11]([CH:14]=[C:15]([CH3:27])[C:16]=1[O:17][C:18]1[CH:23]=[CH:22][C:21]([N+:24]([O-:26])=[O:25])=[CH:20][N:19]=1)[CH:12]=O.[CH3:28][CH2:29][O:30][C:31]([CH3:33])=[O:32]. (10) Given the product [Cl:28][C:25]1[CH:26]=[CH:27][C:22]([CH2:21][N:4]2[C:5]3[C:10](=[CH:9][C:8]([F:13])=[C:7]([N:14]4[CH2:19][CH2:18][N:17]([CH3:20])[CH2:16][CH2:15]4)[CH:6]=3)[C:11](=[O:12])[C:2]([NH:1][C:43](=[O:44])[CH2:42][C:36]3[CH:41]=[CH:40][CH:39]=[CH:38][CH:37]=3)=[CH:3]2)=[CH:23][CH:24]=1, predict the reactants needed to synthesize it. The reactants are: [NH2:1][C:2]1[C:11](=[O:12])[C:10]2[C:5](=[CH:6][C:7]([N:14]3[CH2:19][CH2:18][N:17]([CH3:20])[CH2:16][CH2:15]3)=[C:8]([F:13])[CH:9]=2)[N:4]([CH2:21][C:22]2[CH:27]=[CH:26][C:25]([Cl:28])=[CH:24][CH:23]=2)[CH:3]=1.C(N(CC)CC)C.[C:36]1([CH2:42][C:43](Cl)=[O:44])[CH:41]=[CH:40][CH:39]=[CH:38][CH:37]=1.O.